Dataset: Full USPTO retrosynthesis dataset with 1.9M reactions from patents (1976-2016). Task: Predict the reactants needed to synthesize the given product. Given the product [Cl:8][C:7]1[N:6]=[CH:5][C:4]([S:9]([NH:12][C:13]2[CH:22]=[CH:21][C:16]([C:17]([O:19][CH3:20])=[O:18])=[C:15]([OH:23])[CH:14]=2)(=[O:11])=[O:10])=[CH:3][C:2]=1[C:31]1[CH:30]=[CH:29][C:28]2[O:24][CH2:25][CH2:26][C:27]=2[CH:32]=1, predict the reactants needed to synthesize it. The reactants are: Br[C:2]1[CH:3]=[C:4]([S:9]([NH:12][C:13]2[CH:22]=[CH:21][C:16]([C:17]([O:19][CH3:20])=[O:18])=[C:15]([OH:23])[CH:14]=2)(=[O:11])=[O:10])[CH:5]=[N:6][C:7]=1[Cl:8].[O:24]1[C:28]2[CH:29]=[CH:30][C:31](B(O)O)=[CH:32][C:27]=2[CH2:26][CH2:25]1.